This data is from Forward reaction prediction with 1.9M reactions from USPTO patents (1976-2016). The task is: Predict the product of the given reaction. (1) The product is: [CH3:9][N:8]([CH3:10])[C:3]1([CH:2]([C:11]2[CH:12]=[CH:13][CH:14]=[CH:15][CH:16]=2)[NH:1][C:25]([C:24]2[C:19]([S:18][CH3:17])=[N:20][CH:21]=[CH:22][CH:23]=2)=[O:26])[CH2:7][CH2:6][CH2:5][CH2:4]1. Given the reactants [NH2:1][CH:2]([C:11]1[CH:16]=[CH:15][CH:14]=[CH:13][CH:12]=1)[C:3]1([N:8]([CH3:10])[CH3:9])[CH2:7][CH2:6][CH2:5][CH2:4]1.[CH3:17][S:18][C:19]1[C:24]([C:25](O)=[O:26])=[CH:23][CH:22]=[CH:21][N:20]=1.C1CCC(N=C=NC2CCCCC2)CC1.C1C=CC2N(O)N=NC=2C=1, predict the reaction product. (2) Given the reactants [C:1]([O:4][CH2:5][CH2:6]/[CH:7]=[C:8]1\[O:9][C:10](=[O:15])[O:11][C:12]\1([CH3:14])[CH3:13])(=[O:3])[CH3:2].[C:16](OCC)(=O)C.COC1C=CC(O)=CC=1, predict the reaction product. The product is: [C:1]([O:4][CH2:5][CH2:6]/[CH:7]=[C:8]1\[O:9][C:10](=[O:15])[O:11][C:12]\1([CH3:14])[CH3:13])(=[O:3])[CH:2]=[CH2:16]. (3) The product is: [C:23]([O:27][C:28]([N:30]1[CH2:35][CH2:34][C:33]2[N:36]([CH2:49][CH2:50][CH:51]=[O:52])[N:37]=[C:38]([C:39]3[CH:44]=[CH:43][C:42]([C:45]([F:48])([F:46])[F:47])=[CH:41][CH:40]=3)[C:32]=2[CH2:31]1)=[O:29])([CH3:26])([CH3:25])[CH3:24]. Given the reactants CC(OI1(OC(C)=O)(OC(C)=O)OC(=O)C2C=CC=CC1=2)=O.[C:23]([O:27][C:28]([N:30]1[CH2:35][CH2:34][C:33]2[N:36]([CH2:49][CH2:50][CH2:51][OH:52])[N:37]=[C:38]([C:39]3[CH:44]=[CH:43][C:42]([C:45]([F:48])([F:47])[F:46])=[CH:41][CH:40]=3)[C:32]=2[CH2:31]1)=[O:29])([CH3:26])([CH3:25])[CH3:24].[O-]S([O-])(=S)=O.[Na+].[Na+], predict the reaction product.